This data is from Forward reaction prediction with 1.9M reactions from USPTO patents (1976-2016). The task is: Predict the product of the given reaction. (1) Given the reactants [C:1]([O:4][CH2:5][C@@H:6]1[C@@H:11]([O:12][C:13](=[O:15])[CH3:14])[C@H:10]([O:16][C@@H:17]2[C@@H:22]([O:23][C:24](=[O:26])[CH3:25])[C@@H:21]([O:27][C:28](=[O:30])[CH3:29])[C@H:20]([O:31][C:32](=[O:34])[CH3:33])[C@@H:19]([CH2:35][O:36][C:37](=[O:39])[CH3:38])[O:18]2)[C@H:9]([OH:40])[C@@H:8]([C:41]2[CH:46]=[CH:45][C:44]([O:47][CH3:48])=[C:43]([O:49][Si](C(C)(C)C)(C)C)[CH:42]=2)[O:7]1)(=[O:3])[CH3:2].CCCC[N+](CCCC)(CCCC)CCCC.[F-].C1COCC1.CC(O)=O, predict the reaction product. The product is: [C:1]([O:4][CH2:5][C@@H:6]1[C@@H:11]([O:12][C:13](=[O:15])[CH3:14])[C@H:10]([O:16][C@@H:17]2[C@@H:22]([O:23][C:24](=[O:26])[CH3:25])[C@@H:21]([O:27][C:28](=[O:30])[CH3:29])[C@H:20]([O:31][C:32](=[O:34])[CH3:33])[C@@H:19]([CH2:35][O:36][C:37](=[O:39])[CH3:38])[O:18]2)[C@H:9]([OH:40])[C@@H:8]([C:41]2[CH:46]=[CH:45][C:44]([O:47][CH3:48])=[C:43]([OH:49])[CH:42]=2)[O:7]1)(=[O:3])[CH3:2]. (2) Given the reactants [OH:1][C@H:2]([CH2:27][O:28][C:29]1[CH:34]=[CH:33][CH:32]=[CH:31][CH:30]=1)[CH2:3][N:4](C(OC(C)(C)C)=O)[CH:5]1[CH2:11][CH2:10][CH2:9][C:8]2[CH:12]=[CH:13][C:14]([C:16](=[O:19])[NH:17][CH3:18])=[CH:15][C:7]=2[CH2:6]1.[ClH:35], predict the reaction product. The product is: [ClH:35].[OH:1][C@H:2]([CH2:27][O:28][C:29]1[CH:30]=[CH:31][CH:32]=[CH:33][CH:34]=1)[CH2:3][NH:4][CH:5]1[CH2:11][CH2:10][CH2:9][C:8]2[CH:12]=[CH:13][C:14]([C:16](=[O:19])[NH:17][CH3:18])=[CH:15][C:7]=2[CH2:6]1. (3) Given the reactants CCN(C(C)C)C(C)C.CCN=C=NCCCN(C)C.C1C=CC2N(O)N=NC=2C=1.Cl.Cl[CH2:33][C@@H:34]([CH3:54])[CH2:35]/[C:36](=[CH:40]\[C:41]1[CH:46]=[CH:45][C:44]([N:47]2[CH:51]=[C:50]([CH3:52])[N:49]=[CH:48]2)=[C:43]([F:53])[CH:42]=1)/[C:37]([OH:39])=O.Cl.[NH2:56][C@H:57]([C:61]1[CH:66]=[C:65]([F:67])[C:64]([F:68])=[C:63]([F:69])[CH:62]=1)[C@H:58]([OH:60])[CH3:59], predict the reaction product. The product is: [F:53][C:43]1[CH:42]=[C:41](/[CH:40]=[C:36]2/[C:37](=[O:39])[N:56]([C@H:57]([C:61]3[CH:62]=[C:63]([F:69])[C:64]([F:68])=[C:65]([F:67])[CH:66]=3)[C@H:58]([OH:60])[CH3:59])[CH2:33][C@@H:34]([CH3:54])[CH2:35]/2)[CH:46]=[CH:45][C:44]=1[N:47]1[CH:51]=[C:50]([CH3:52])[N:49]=[CH:48]1. (4) Given the reactants [F:1][C:2]1[CH:9]=[C:8]([OH:10])[CH:7]=[CH:6][C:3]=1[C:4]#[N:5].[CH3:11][C:12]1[CH:17]=[C:16]([N+:18]([O-:20])=[O:19])[CH:15]=[CH:14][C:13]=1[NH:21][C:22]([C:24]1([CH3:27])[CH2:26][O:25]1)=[O:23], predict the reaction product. The product is: [C:4]([C:3]1[CH:6]=[CH:7][C:8]([O:10][CH2:27][C:24]([OH:25])([CH3:26])[C:22]([NH:21][C:13]2[CH:14]=[CH:15][C:16]([N+:18]([O-:20])=[O:19])=[CH:17][C:12]=2[CH3:11])=[O:23])=[CH:9][C:2]=1[F:1])#[N:5]. (5) The product is: [CH:16]1([CH2:23][CH2:26][NH:25][C:35]([C:10]2[C:11]3[CH:12]=[CH:13][N:4]([CH:1]4[CH2:3][CH2:2]4)[C:5](=[O:15])[C:6]=3[CH:7]=[CH:8][CH:9]=2)=[O:36])[CH2:17][CH2:18][CH2:19][CH2:20][CH2:21][CH2:22]1. Given the reactants [CH:1]1([N:4]2[CH:13]=[CH:12][C:11]3[C:6](=[CH:7][CH:8]=[CH:9][C:10]=3I)[C:5]2=[O:15])[CH2:3][CH2:2]1.[CH:16]1([CH2:23]N)[CH2:22][CH2:21][CH2:20][CH2:19][CH2:18][CH2:17]1.[N:25]12[CH2:35]CCN=C1CCCC[CH2:26]2.[O:36]1CCOCC1, predict the reaction product.